Dataset: Forward reaction prediction with 1.9M reactions from USPTO patents (1976-2016). Task: Predict the product of the given reaction. The product is: [N:27]1[CH:26]=[CH:25][CH:24]=[N:29][C:28]=1[N:3]1[CH2:8][CH2:7][CH2:6][C@@H:5]([NH:9][C:10]2[N:11]=[CH:12][C:13](/[CH:16]=[CH:17]/[C:18]([O:20][CH2:21][CH3:22])=[O:19])=[N:14][CH:15]=2)[CH2:4]1. Given the reactants Cl.Cl.[NH:3]1[CH2:8][CH2:7][CH2:6][C@@H:5]([NH:9][C:10]2[N:11]=[CH:12][C:13](/[CH:16]=[CH:17]/[C:18]([O:20][CH2:21][CH3:22])=[O:19])=[N:14][CH:15]=2)[CH2:4]1.Cl[C:24]1[N:29]=[CH:28][N:27]=[CH:26][CH:25]=1, predict the reaction product.